Dataset: Full USPTO retrosynthesis dataset with 1.9M reactions from patents (1976-2016). Task: Predict the reactants needed to synthesize the given product. (1) Given the product [CH3:31][N:3]1[CH:4]([C:23]2[CH:24]=[CH:25][C:26]([C:27]#[N:28])=[CH:29][CH:30]=2)[C:5]2[C:21](=[O:22])[NH:20][CH2:19][CH2:18][C:6]=2[N:7]([C:8]2[CH:13]=[CH:12][CH:11]=[C:10]([C:14]([F:15])([F:16])[F:17])[CH:9]=2)[C:2]1=[O:1], predict the reactants needed to synthesize it. The reactants are: [O:1]=[C:2]1[N:7]([C:8]2[CH:13]=[CH:12][CH:11]=[C:10]([C:14]([F:17])([F:16])[F:15])[CH:9]=2)[C:6]2[CH2:18][CH2:19][NH:20][C:21](=[O:22])[C:5]=2[CH:4]([C:23]2[CH:30]=[CH:29][C:26]([C:27]#[N:28])=[CH:25][CH:24]=2)[NH:3]1.[CH:31]([N-]C(C)C)(C)C.[Li+].IC.O. (2) Given the product [CH2:1]([O:3][C:4]([C:6]1[S:10][C:9]([CH3:31])=[N:8][C:7]=1[CH2:12][N:13]([CH2:20][C:21]1[CH:26]=[CH:25][C:24]([O:27][CH3:28])=[CH:23][C:22]=1[O:29][CH3:30])[CH2:14][C:15]([O:17][CH2:18][CH3:19])=[O:16])=[O:5])[CH3:2], predict the reactants needed to synthesize it. The reactants are: [CH2:1]([O:3][C:4]([C:6]1[S:10][C:9](Br)=[N:8][C:7]=1[CH2:12][N:13]([CH2:20][C:21]1[CH:26]=[CH:25][C:24]([O:27][CH3:28])=[CH:23][C:22]=1[O:29][CH3:30])[CH2:14][C:15]([O:17][CH2:18][CH3:19])=[O:16])=[O:5])[CH3:2].[CH3:31][Sn](C)(C)C. (3) Given the product [CH3:15][C:5]1[CH:4]=[CH:3][C:2]([NH:1][C:17]2[CH:22]=[C:21]([C:23]3[CH:28]=[CH:27][CH:26]=[C:25]([N+:29]([O-:31])=[O:30])[CH:24]=3)[N:20]=[CH:19][N:18]=2)=[CH:7][C:6]=1[NH:8][S:9]([CH2:12][CH2:13][CH3:14])(=[O:11])=[O:10], predict the reactants needed to synthesize it. The reactants are: [NH2:1][C:2]1[CH:3]=[CH:4][C:5]([CH3:15])=[C:6]([NH:8][S:9]([CH2:12][CH2:13][CH3:14])(=[O:11])=[O:10])[CH:7]=1.Cl[C:17]1[CH:22]=[C:21]([C:23]2[CH:28]=[CH:27][CH:26]=[C:25]([N+:29]([O-:31])=[O:30])[CH:24]=2)[N:20]=[CH:19][N:18]=1.C([O-])(O)=O.[Na+]. (4) Given the product [CH3:1][C:2]1[CH:3]=[CH:4][C:5]([N:8]2[CH:16]=[C:11]3[C:10]([CH:15]=[CH:14][C:13]([N:17]4[C:19]5=[N:20][CH:21]=[CH:22][CH:23]=[C:24]5[NH:25][C:26]4=[O:27])=[CH:12]3)=[N:9]2)=[N:6][CH:7]=1, predict the reactants needed to synthesize it. The reactants are: [CH3:1][C:2]1[CH:3]=[CH:4][C:5]([N:8]2[C:16]3[C:11](=[CH:12][C:13]([NH2:17])=[CH:14][CH:15]=3)[CH2:10][NH:9]2)=[N:6][CH:7]=1.Cl[C:19]1[C:24]([NH:25][C:26](=O)[O:27]C(C)(C)C)=[CH:23][CH:22]=[CH:21][N:20]=1.CC1(C)C2C(=C(P(C3C=CC=CC=3)C3C=CC=CC=3)C=CC=2)OC2C(P(C3C=CC=CC=3)C3C=CC=CC=3)=CC=CC1=2.CC(C)([O-])C.[Na+]. (5) Given the product [C:52]([O:56][CH2:57][CH:58]([O:51][C:50](=[O:16])[NH:49][C:44]1[CH:45]=[CH:46][CH:47]=[CH:48][C:43]=1[S:42][CH3:41])[CH2:59][CH3:60])(=[O:55])[CH:53]=[CH2:54], predict the reactants needed to synthesize it. The reactants are: C(C1C=C(C)C=C(C(C)(C)C)C=1[OH:16])(C)(C)C.CN(CCCN1CN(CCCN(C)C)CN(CCCN(C)C)C1)C.[CH3:41][S:42][C:43]1[CH:48]=[CH:47][CH:46]=[CH:45][C:44]=1[N:49]=[C:50]=[O:51].[C:52]([O:56][CH2:57][CH2:58][CH:59](O)[CH3:60])(=[O:55])[CH:53]=[CH2:54].[N-]=C=O. (6) Given the product [N:11]1([C:14]2[N:15]=[CH:16][C:17]([NH:20][C:21]([C:23]3[S:27][C:26]4[CH:28]=[CH:29][CH:30]=[C:31]([Cl:32])[C:25]=4[CH:24]=3)=[O:22])=[CH:18][CH:19]=2)[CH2:12][CH2:13][NH:8][CH2:9][CH2:10]1, predict the reactants needed to synthesize it. The reactants are: C(OC([N:8]1[CH2:13][CH2:12][N:11]([C:14]2[CH:19]=[CH:18][C:17]([NH:20][C:21]([C:23]3[S:27][C:26]4[CH:28]=[CH:29][CH:30]=[C:31]([Cl:32])[C:25]=4[CH:24]=3)=[O:22])=[CH:16][N:15]=2)[CH2:10][CH2:9]1)=O)(C)(C)C. (7) Given the product [CH2:22]([O:24][C:25](=[O:37])[CH2:26][C@@H:27]([C:28]1[CH:36]=[CH:35][C:31]2[CH:32]=[CH:33][O:34][C:30]=2[CH:29]=1)[N:8]([CH2:1][C:2]1[CH:7]=[CH:6][CH:5]=[CH:4][CH:3]=1)[C@@H:9]([C:10]1[CH:15]=[CH:14][CH:13]=[CH:12][CH:11]=1)[CH3:16])[CH3:23], predict the reactants needed to synthesize it. The reactants are: [CH2:1]([NH:8][C@H:9]([CH3:16])[C:10]1[CH:15]=[CH:14][CH:13]=[CH:12][CH:11]=1)[C:2]1[CH:7]=[CH:6][CH:5]=[CH:4][CH:3]=1.[Li]CCCC.[CH2:22]([O:24][C:25](=[O:37])[CH:26]=[CH:27][C:28]1[CH:36]=[CH:35][C:31]2[CH:32]=[CH:33][O:34][C:30]=2[CH:29]=1)[CH3:23].[NH4+].[Cl-].